From a dataset of Forward reaction prediction with 1.9M reactions from USPTO patents (1976-2016). Predict the product of the given reaction. (1) Given the reactants [Br:1][C:2]1[CH:7]=[CH:6][C:5]([C:8]2[NH:12][C:11]3[CH:13]=[CH:14][CH:15]=[CH:16][C:10]=3[N:9]=2)=[CH:4][CH:3]=1.[C:17]([O-])([O-])=O.[K+].[K+].C(=O)(OC)OC, predict the reaction product. The product is: [Br:1][C:2]1[CH:3]=[CH:4][C:5]([C:8]2[N:9]([CH3:17])[C:10]3[CH:16]=[CH:15][CH:14]=[CH:13][C:11]=3[N:12]=2)=[CH:6][CH:7]=1. (2) Given the reactants Cl.Cl.[N:3]12[CH2:11][CH2:10][CH:7]([CH2:8][CH2:9]1)[NH:6][CH2:5][CH2:4]2.[C:12]1([C:18]2[O:22][N:21]=[C:20]([C:23](O)=[O:24])[CH:19]=2)[CH:17]=[CH:16][CH:15]=[CH:14][CH:13]=1, predict the reaction product. The product is: [C:12]1([C:18]2[O:22][N:21]=[C:20]([C:23]([N:6]3[CH:7]4[CH2:10][CH2:11][N:3]([CH2:9][CH2:8]4)[CH2:4][CH2:5]3)=[O:24])[CH:19]=2)[CH:13]=[CH:14][CH:15]=[CH:16][CH:17]=1. (3) Given the reactants Cl[C:2]1[S:3][C:4]2[CH:10]=[CH:9][CH:8]=[CH:7][C:5]=2[N:6]=1.CC[N:13]([CH:17]([CH3:19])[CH3:18])C(C)C.O.CN1[C:26](=[O:27])CCC1, predict the reaction product. The product is: [CH2:19]1[CH:26]([OH:27])[CH2:18][CH:17]1[NH:13][C:2]1[S:3][C:4]2[C:5](=[CH:7][CH:8]=[CH:9][CH:10]=2)[N:6]=1. (4) The product is: [Cl:30][C:31]1[CH:58]=[CH:57][C:34]([O:35][C:36]2[N:37]=[CH:38][C:39]([N:42]3[C@@H:46]([C:47]4[CH:52]=[CH:51][CH:50]=[C:49]([O:53][CH3:54])[CH:48]=4)[CH2:45][CH2:44][C:43]3=[O:56])=[N:40][CH:41]=2)=[CH:33][CH:32]=1. Given the reactants C(P(CCCC)CCCC)CCC.N(C(OC(C)(C)C)=O)=NC(OC(C)(C)C)=O.[Cl:30][C:31]1[CH:58]=[CH:57][C:34]([O:35][C:36]2[N:37]=[CH:38][C:39]([NH:42][C:43](=[O:56])[CH2:44][CH2:45][C@H:46](O)[C:47]3[CH:52]=[CH:51][CH:50]=[C:49]([O:53][CH3:54])[CH:48]=3)=[N:40][CH:41]=2)=[CH:33][CH:32]=1, predict the reaction product. (5) Given the reactants [OH:1][N:2]1[C:7]([CH3:9])([CH3:8])[CH2:6][CH:5]([OH:10])[CH2:4][C:3]1([CH3:12])[CH3:11].[C:13]([OH:16])(=[O:15])[CH3:14], predict the reaction product. The product is: [C:13]([O-:16])(=[O:15])[CH3:14].[OH:1][NH+:2]1[C:7]([CH3:8])([CH3:9])[CH2:6][CH:5]([OH:10])[CH2:4][C:3]1([CH3:12])[CH3:11]. (6) Given the reactants [F:1][C:2]1[C:3]([O:29]CC2C=CC=CC=2)=[C:4]([C:8]2[N:13]([CH2:14][CH2:15][C:16]3[CH:21]=[CH:20][CH:19]=[CH:18][CH:17]=3)[C:12](=[O:22])[C:11]([N:23]3[CH:27]=[CH:26][CH:25]=[CH:24]3)=[C:10]([CH3:28])[N:9]=2)[CH:5]=[CH:6][CH:7]=1, predict the reaction product. The product is: [F:1][C:2]1[C:3]([OH:29])=[C:4]([C:8]2[N:13]([CH2:14][CH2:15][C:16]3[CH:21]=[CH:20][CH:19]=[CH:18][CH:17]=3)[C:12](=[O:22])[C:11]([N:23]3[CH:24]=[CH:25][CH:26]=[CH:27]3)=[C:10]([CH3:28])[N:9]=2)[CH:5]=[CH:6][CH:7]=1. (7) Given the reactants [C:1]([O:5][C:6]([N:8]1[CH2:12][CH2:11][CH:10]([NH2:13])[CH2:9]1)=[O:7])([CH3:4])([CH3:3])[CH3:2].[Cl:14][C:15]1[CH:22]=[CH:21][C:18]([CH:19]=O)=[C:17]([N+:23]([O-:25])=[O:24])[CH:16]=1.[BH4-].[Na+], predict the reaction product. The product is: [C:1]([O:5][C:6]([N:8]1[CH2:12][CH2:11][CH:10]([NH:13][CH2:19][C:18]2[CH:21]=[CH:22][C:15]([Cl:14])=[CH:16][C:17]=2[N+:23]([O-:25])=[O:24])[CH2:9]1)=[O:7])([CH3:4])([CH3:2])[CH3:3]. (8) Given the reactants [Br:1][C:2]1[CH:15]=[CH:14][C:5]2[C:6]([CH3:13])=[C:7]([CH2:9][CH2:10][CH2:11]Br)[S:8][C:4]=2[CH:3]=1.[OH:16][C:17]1[CH:22]=[CH:21][C:20]([O:23][C:24]([CH3:31])([CH3:30])[C:25]([O:27][CH2:28][CH3:29])=[O:26])=[C:19]([CH3:32])[CH:18]=1.C(=O)([O-])[O-].[Cs+].[Cs+].O, predict the reaction product. The product is: [Br:1][C:2]1[CH:15]=[CH:14][C:5]2[C:6]([CH3:13])=[C:7]([CH2:9][CH2:10][CH2:11][O:16][C:17]3[CH:22]=[CH:21][C:20]([O:23][C:24]([CH3:31])([CH3:30])[C:25]([O:27][CH2:28][CH3:29])=[O:26])=[C:19]([CH3:32])[CH:18]=3)[S:8][C:4]=2[CH:3]=1. (9) Given the reactants [OH:1][C:2]1[CH:3]=[C:4]([O:8][C:9](=[O:11])[CH3:10])[CH:5]=[CH:6][CH:7]=1.C(=O)([O-])[O-].[K+].[K+].Cl[CH2:19][C:20]1[N:21]=[C:22]([C:26]2[CH:31]=[CH:30][CH:29]=[CH:28][CH:27]=2)[O:23][C:24]=1[CH3:25], predict the reaction product. The product is: [CH3:25][C:24]1[O:23][C:22]([C:26]2[CH:27]=[CH:28][CH:29]=[CH:30][CH:31]=2)=[N:21][C:20]=1[CH2:19][O:1][C:2]1[CH:3]=[C:4]([O:8][C:9](=[O:11])[CH3:10])[CH:5]=[CH:6][CH:7]=1.